This data is from Full USPTO retrosynthesis dataset with 1.9M reactions from patents (1976-2016). The task is: Predict the reactants needed to synthesize the given product. (1) Given the product [F:1][C:2]([F:7])([F:6])[C:3]([OH:5])=[O:4].[F:8][C:9]([F:14])([F:13])[C:10]([OH:12])=[O:11].[C:17]([N:55]1[CH2:54][CH2:53][N:52]([C:43]2([CH2:42][NH:41][C:39](=[O:40])[C:38]3[CH:37]=[CH:36][C:35]([O:34][CH2:33][C:31]4[C:30]5[C:25](=[CH:26][CH:27]=[CH:28][CH:29]=5)[N:24]=[C:23]([CH3:22])[CH:32]=4)=[CH:59][CH:58]=3)[C:44](=[O:51])[NH:45][C:46](=[O:50])[NH:47][C:48]2=[O:49])[CH2:57][CH2:56]1)(=[O:18])[CH3:16], predict the reactants needed to synthesize it. The reactants are: [F:1][C:2]([F:7])([F:6])[C:3]([OH:5])=[O:4].[F:8][C:9]([F:14])([F:13])[C:10]([OH:12])=[O:11].F[C:16](F)(F)[C:17](O)=[O:18].[CH3:22][C:23]1[CH:32]=[C:31]([CH2:33][O:34][C:35]2[CH:59]=[CH:58][C:38]([C:39]([NH:41][CH2:42][C:43]3([N:52]4[CH2:57][CH2:56][NH:55][CH2:54][CH2:53]4)[C:48](=[O:49])[NH:47][C:46](=[O:50])[NH:45][C:44]3=[O:51])=[O:40])=[CH:37][CH:36]=2)[C:30]2[C:25](=[CH:26][CH:27]=[CH:28][CH:29]=2)[N:24]=1.C(Cl)(=O)C. (2) Given the product [Cl:40][C:41]1[CH:42]=[C:43]([NH:48][C:49]2[N:52]=[C:14]([CH2:13][O:12][C:7]3[CH:8]=[C:9]4[C:4](=[CH:5][CH:6]=3)[NH:3][C:2](=[O:1])[CH2:11][CH2:10]4)[O:16][N:50]=2)[CH:44]=[CH:45][C:46]=1[Cl:47], predict the reactants needed to synthesize it. The reactants are: [O:1]=[C:2]1[CH2:11][CH2:10][C:9]2[C:4](=[CH:5][CH:6]=[C:7]([O:12][CH2:13][C:14]([OH:16])=O)[CH:8]=2)[NH:3]1.C1C=CC2N(O)N=NC=2C=1.C(Cl)CCl.CCN(C(C)C)C(C)C.[Cl:40][C:41]1[CH:42]=[C:43]([NH:48]/[C:49](/[NH2:52])=[N:50]/O)[CH:44]=[CH:45][C:46]=1[Cl:47].S([O-])([O-])(=O)=O.[Na+].[Na+]. (3) Given the product [CH3:1][O:2][C:3]([NH:5][C@@H:6]([CH:52]([CH3:54])[CH3:53])[C:7]([N:9]1[C@@H:13]([CH3:14])[CH2:12][CH2:11][C@H:10]1[C:15]1[NH:16][C:17]([C:20]2[CH:21]=[CH:22][C:23]([C:26]3[CH:31]=[CH:30][C:29]([C:32]4[NH:36][C:35]([C@@H:37]5[CH2:41][C@H:40]([CH2:42][O:43][CH3:44])[CH2:39][N:38]5[C:65](=[O:66])[C@H:64]([NH:63][C:61](=[O:62])[O:60][C:56]([CH3:57])([CH3:59])[CH3:58])[C:68]5[CH:73]=[CH:72][CH:71]=[CH:70][CH:69]=5)=[N:34][CH:33]=4)=[CH:28][CH:27]=3)=[CH:24][CH:25]=2)=[CH:18][N:19]=1)=[O:8])=[O:4], predict the reactants needed to synthesize it. The reactants are: [CH3:1][O:2][C:3]([NH:5][C@@H:6]([CH:52]([CH3:54])[CH3:53])[C:7]([N:9]1[C@@H:13]([CH3:14])[CH2:12][CH2:11][C@H:10]1[C:15]1[NH:16][C:17]([C:20]2[CH:25]=[CH:24][C:23]([C:26]3[CH:31]=[CH:30][C:29]([C:32]4[NH:36][C:35]([C@@H:37]5[CH2:41][C@H:40]([CH2:42][O:43][CH3:44])[CH2:39][N:38]5C(OC(C)(C)C)=O)=[N:34][CH:33]=4)=[CH:28][CH:27]=3)=[CH:22][CH:21]=2)=[CH:18][N:19]=1)=[O:8])=[O:4].Cl.[C:56]([O:60][C:61]([NH:63][C@H:64]([C:68]1[CH:73]=[CH:72][CH:71]=[CH:70][CH:69]=1)[C:65](O)=[O:66])=[O:62])([CH3:59])([CH3:58])[CH3:57].CCOC(C(C#N)=NOC(N1CCOCC1)=[N+](C)C)=O.F[P-](F)(F)(F)(F)F.CCN(C(C)C)C(C)C. (4) Given the product [F:12][C:9]1[CH:10]=[C:11]2[C:6](=[CH:7][N:8]=1)[N:5]=[CH:4][C:3]([C:13]#[N:14])=[C:2]2[NH:25][C:24]1[CH:26]=[CH:27][CH:28]=[C:22]([O:15][C:16]2[CH:17]=[CH:18][CH:19]=[CH:20][CH:21]=2)[CH:23]=1, predict the reactants needed to synthesize it. The reactants are: Cl[C:2]1[C:11]2[C:6](=[CH:7][N:8]=[C:9]([F:12])[CH:10]=2)[N:5]=[CH:4][C:3]=1[C:13]#[N:14].[O:15]([C:22]1[CH:23]=[C:24]([CH:26]=[CH:27][CH:28]=1)[NH2:25])[C:16]1[CH:21]=[CH:20][CH:19]=[CH:18][CH:17]=1.CCOC(C)=O.ClC1C2C(=NC=CC=2)N=CC=1.